From a dataset of Forward reaction prediction with 1.9M reactions from USPTO patents (1976-2016). Predict the product of the given reaction. Given the reactants [NH3:1].[CH3:2][N:3]([CH:11]1[CH2:16][CH2:15][CH:14]([O:17][C:18]2[C:29]3[C:28]4[C@@H:27]([CH2:30][CH:31]=O)[CH2:26][CH2:25][C:24]=4[S:23][C:22]=3[N:21]=[CH:20][N:19]=2)[CH2:13][CH2:12]1)[C:4](=[O:10])[O:5][C:6]([CH3:9])([CH3:8])[CH3:7].[C-:33]#[N:34].[Na+].[NH4+].[Cl-], predict the reaction product. The product is: [NH2:1][CH:31]([C:33]#[N:34])[CH2:30][C@H:27]1[CH2:26][CH2:25][C:24]2[S:23][C:22]3[N:21]=[CH:20][N:19]=[C:18]([O:17][CH:14]4[CH2:15][CH2:16][CH:11]([N:3]([CH3:2])[C:4](=[O:10])[O:5][C:6]([CH3:9])([CH3:7])[CH3:8])[CH2:12][CH2:13]4)[C:29]=3[C:28]1=2.